This data is from Full USPTO retrosynthesis dataset with 1.9M reactions from patents (1976-2016). The task is: Predict the reactants needed to synthesize the given product. (1) The reactants are: C([NH:3][C:4]1[CH:5]=[C:6]([C:14]#[N:15])[C:7]2[N:11]=[CH:10][NH:9][C:8]=2[C:12]=1[CH3:13])=O.Cl.[OH-].[Na+]. Given the product [NH2:3][C:4]1[CH:5]=[C:6]([C:14]#[N:15])[C:7]2[N:11]=[CH:10][NH:9][C:8]=2[C:12]=1[CH3:13], predict the reactants needed to synthesize it. (2) The reactants are: [C:1]([Si:5]([O:8]/[C:9](/[C:12]1[CH:17]=[CH:16][CH:15]=[C:14](Cl)[CH:13]=1)=[CH:10]\[CH3:11])([CH3:7])[CH3:6])([CH3:4])([CH3:3])[CH3:2].[CH:19]1[C:28]2[C:19](=[CH:20][CH:21]=CC=2)[CH:28]=[CH:21][C:20]=1C(=O)CC.[Si](OS(C(F)(F)F)(=O)=O)(C(C)(C)C)(C)C.CCN(CC)CC. Given the product [C:1]([Si:5]([CH3:7])([CH3:6])[O:8]/[C:9](/[C:12]1[CH:17]=[CH:16][C:15]2[C:14](=[CH:28][CH:19]=[CH:20][CH:21]=2)[CH:13]=1)=[CH:10]\[CH3:11])([CH3:4])([CH3:3])[CH3:2], predict the reactants needed to synthesize it. (3) Given the product [Cl:1][C:2]1[CH:3]=[C:4]([NH:12][C:13]([C:15]2[N:16]=[N:17][N:18]([C:20]3[CH:21]=[CH:22][C:23]([CH2:26][N:28]4[CH2:31][CH:30]([C:32]([OH:34])=[O:33])[CH2:29]4)=[CH:24][CH:25]=3)[CH:19]=2)=[O:14])[CH:5]=[CH:6][C:7]=1[O:8][CH:9]([CH3:11])[CH3:10], predict the reactants needed to synthesize it. The reactants are: [Cl:1][C:2]1[CH:3]=[C:4]([NH:12][C:13]([C:15]2[N:16]=[N:17][N:18]([C:20]3[CH:25]=[CH:24][C:23]([CH:26]=O)=[CH:22][CH:21]=3)[CH:19]=2)=[O:14])[CH:5]=[CH:6][C:7]=1[O:8][CH:9]([CH3:11])[CH3:10].[NH:28]1[CH2:31][CH:30]([C:32]([OH:34])=[O:33])[CH2:29]1.C([BH3-])#N.C(O)(=O)C. (4) The reactants are: [CH2:1]([O:3][C:4]([C:6]1[CH:7]=[C:8]2[C:13](=[CH:14][CH:15]=1)[NH:12][CH:11]([C:16]1[CH:21]=[C:20]([O:22][CH3:23])[CH:19]=[C:18]([Br:24])[CH:17]=1)[C:10]([CH3:26])([CH3:25])[CH:9]2O)=[O:5])[CH3:2].C([SiH](CC)CC)C. Given the product [CH2:1]([O:3][C:4]([C:6]1[CH:7]=[C:8]2[C:13](=[CH:14][CH:15]=1)[NH:12][CH:11]([C:16]1[CH:21]=[C:20]([O:22][CH3:23])[CH:19]=[C:18]([Br:24])[CH:17]=1)[C:10]([CH3:25])([CH3:26])[CH2:9]2)=[O:5])[CH3:2], predict the reactants needed to synthesize it.